Dataset: Catalyst prediction with 721,799 reactions and 888 catalyst types from USPTO. Task: Predict which catalyst facilitates the given reaction. (1) Reactant: [NH:1]1[C:9]2[C:4](=[CH:5][CH:6]=[CH:7][CH:8]=2)[C:3]([CH:10]2[CH2:15][CH2:14][N:13]([C:16]([O:18][C:19]([CH3:22])([CH3:21])[CH3:20])=[O:17])[CH2:12][CH2:11]2)=[CH:2]1.[H-].[Na+].[CH3:25][S:26]([C:29]1[CH:36]=[CH:35][C:32]([CH2:33]Br)=[CH:31][CH:30]=1)(=[O:28])=[O:27]. Product: [CH3:25][S:26]([C:29]1[CH:36]=[CH:35][C:32]([CH2:33][N:1]2[C:9]3[C:4](=[CH:5][CH:6]=[CH:7][CH:8]=3)[C:3]([CH:10]3[CH2:15][CH2:14][N:13]([C:16]([O:18][C:19]([CH3:22])([CH3:21])[CH3:20])=[O:17])[CH2:12][CH2:11]3)=[CH:2]2)=[CH:31][CH:30]=1)(=[O:27])=[O:28]. The catalyst class is: 3. (2) Reactant: [Si:1]([O:8][CH2:9][C:10]1[N:11]([CH3:28])[C:12]2[C:17]([CH:18]=1)=[CH:16][C:15]([CH:19]([OH:22])[CH:20]=[CH2:21])=[C:14]([O:23][CH2:24][C:25]([CH3:27])=[CH2:26])[CH:13]=2)([C:4]([CH3:7])([CH3:6])[CH3:5])([CH3:3])[CH3:2]. Product: [Si:1]([O:8][CH2:9][C:10]1[N:11]([CH3:28])[C:12]2[C:17]([CH:18]=1)=[CH:16][C:15]([C:19](=[O:22])[CH:20]=[CH2:21])=[C:14]([O:23][CH2:24][C:25]([CH3:27])=[CH2:26])[CH:13]=2)([C:4]([CH3:7])([CH3:6])[CH3:5])([CH3:3])[CH3:2]. The catalyst class is: 177. (3) Reactant: C(N(CC)CC)C.[O:8]1[C:12]2[CH:13]=[CH:14][CH:15]=[CH:16][C:11]=2[N:10]=[C:9]1[S:17][CH2:18][CH2:19][N:20]1[CH2:25][CH2:24][N:23]([CH2:26][C:27]([NH:29][C:30]2[C:35]([CH:36]([CH3:38])[CH3:37])=[CH:34][C:33]([OH:39])=[CH:32][C:31]=2[CH:40]([CH3:42])[CH3:41])=[O:28])[CH2:22][CH2:21]1.[CH3:43][S:44](Cl)(=[O:46])=[O:45]. Product: [O:8]1[C:12]2[CH:13]=[CH:14][CH:15]=[CH:16][C:11]=2[N:10]=[C:9]1[S:17][CH2:18][CH2:19][N:20]1[CH2:25][CH2:24][N:23]([CH2:26][C:27]([NH:29][C:30]2[C:35]([CH:36]([CH3:37])[CH3:38])=[CH:34][C:33]([O:39][S:44]([CH3:43])(=[O:46])=[O:45])=[CH:32][C:31]=2[CH:40]([CH3:42])[CH3:41])=[O:28])[CH2:22][CH2:21]1. The catalyst class is: 20. (4) Reactant: [CH2:1]([C:4]1[C:5]([OH:30])=[C:6]([C:20]([O:22][CH2:23][C:24]2[CH:29]=[CH:28][CH:27]=[CH:26][CH:25]=2)=[O:21])[C:7](=[O:19])[NH:8][C:9]=1[C:10]1[CH:15]=[CH:14][C:13]([N:16]([CH3:18])[CH3:17])=[CH:12][CH:11]=1)[CH:2]=[CH2:3]. The catalyst class is: 2. Product: [CH3:17][N:16]([CH3:18])[C:13]1[CH:14]=[CH:15][C:10]([C:9]2[NH:8][C:7](=[O:19])[C:6]([C:20]([O:22][CH2:23][C:24]3[CH:29]=[CH:28][CH:27]=[CH:26][CH:25]=3)=[O:21])=[C:5]([OH:30])[C:4]=2/[CH:1]=[CH:2]/[CH3:3])=[CH:11][CH:12]=1. (5) Reactant: [CH:1]([C:3]1[CH:4]=[C:5]([C:8]([O:10][CH3:11])=[O:9])[NH:6][CH:7]=1)=[O:2].[H-].[Na+].[CH3:14]I. Product: [CH:1]([C:3]1[CH:4]=[C:5]([C:8]([O:10][CH3:11])=[O:9])[N:6]([CH3:14])[CH:7]=1)=[O:2]. The catalyst class is: 3.